Dataset: Catalyst prediction with 721,799 reactions and 888 catalyst types from USPTO. Task: Predict which catalyst facilitates the given reaction. (1) Reactant: [NH2:1][C:2]1[S:3][C:4]2[CH:10]=[C:9]([O:11][C:12]3[CH:13]=[CH:14][C:15]([CH3:32])=[C:16]([NH:18][C:19](=[O:31])[C:20]4[CH:25]=[CH:24][CH:23]=[C:22]([C:26]([C:29]#[N:30])([CH3:28])[CH3:27])[CH:21]=4)[CH:17]=3)[CH:8]=[CH:7][C:5]=2[N:6]=1.[Cl:33][CH2:34][C:35](Cl)=[O:36]. Product: [Cl:33][CH2:34][C:35]([NH:1][C:2]1[S:3][C:4]2[CH:10]=[C:9]([O:11][C:12]3[CH:13]=[CH:14][C:15]([CH3:32])=[C:16]([NH:18][C:19](=[O:31])[C:20]4[CH:25]=[CH:24][CH:23]=[C:22]([C:26]([C:29]#[N:30])([CH3:27])[CH3:28])[CH:21]=4)[CH:17]=3)[CH:8]=[CH:7][C:5]=2[N:6]=1)=[O:36]. The catalyst class is: 42. (2) Reactant: [ClH:1].[CH2:2]([O:9][C:10](=[O:36])[NH:11][C:12]1([C:15](=[O:35])[NH:16][C:17]2([C:20]3[CH:25]=[C:24]([CH2:26][NH:27]C(OC(C)(C)C)=O)[CH:23]=[CH:22][N:21]=3)[CH2:19][CH2:18]2)[CH2:14][CH2:13]1)[C:3]1[CH:8]=[CH:7][CH:6]=[CH:5][CH:4]=1. Product: [ClH:1].[ClH:1].[CH2:2]([O:9][C:10](=[O:36])[NH:11][C:12]1([C:15](=[O:35])[NH:16][C:17]2([C:20]3[CH:25]=[C:24]([CH2:26][NH2:27])[CH:23]=[CH:22][N:21]=3)[CH2:18][CH2:19]2)[CH2:13][CH2:14]1)[C:3]1[CH:8]=[CH:7][CH:6]=[CH:5][CH:4]=1. The catalyst class is: 12. (3) Reactant: Cl[C:2]1[N:7]=[C:6]([NH:8][C:9]2[C:18]([F:19])=[CH:17][CH:16]=[CH:15][C:10]=2[C:11]([NH:13][CH3:14])=[O:12])[C:5]([Cl:20])=[CH:4][N:3]=1.[NH2:21][C:22]1[CH:35]=[CH:34][C:25]2[CH2:26][CH2:27][CH2:28][C:29](=[O:33])[N:30]([CH2:31][CH3:32])[C:24]=2[CH:23]=1.C12(CS(O)(=O)=O)C(C)(C)C(CC1)CC2=O. Product: [Cl:20][C:5]1[C:6]([NH:8][C:9]2[C:18]([F:19])=[CH:17][CH:16]=[CH:15][C:10]=2[C:11]([NH:13][CH3:14])=[O:12])=[N:7][C:2]([NH:21][C:22]2[CH:35]=[CH:34][C:25]3[CH2:26][CH2:27][CH2:28][C:29](=[O:33])[N:30]([CH2:31][CH3:32])[C:24]=3[CH:23]=2)=[N:3][CH:4]=1. The catalyst class is: 32. (4) Reactant: [CH3:1][C:2]1[CH:7]=[CH:6][C:5]([C@H:8]2[CH2:13][CH2:12][C@H:11]([C@H:14]3[CH2:19][CH2:18][C@H:17]([CH:20]4OC(=O)[CH2:21]4)[CH2:16][CH2:15]3)[CH2:10][CH2:9]2)=[CH:4][CH:3]=1. Product: [CH:20]([C@H:17]1[CH2:16][CH2:15][C@H:14]([C@H:11]2[CH2:12][CH2:13][C@H:8]([C:5]3[CH:4]=[CH:3][C:2]([CH3:1])=[CH:7][CH:6]=3)[CH2:9][CH2:10]2)[CH2:19][CH2:18]1)=[CH2:21]. The catalyst class is: 194. (5) Reactant: FC(F)(F)C(O)=O.C(O[C:13](=[O:30])[C:14]1[CH:19]=[C:18]([C:20]2[CH:25]=[C:24]([Cl:26])[N:23]=[C:22]([NH2:27])[N:21]=2)[C:17]([CH3:28])=[CH:16][C:15]=1[CH3:29])(C)(C)C.C(N(C(C)C)CC)(C)C.ON1C(=O)CCC1=O.Cl.C(N=C=NCCCN(C)C)C.[NH2:60][CH2:61][C:62]1([CH2:66][NH:67][C:68]([C:81]2[CH:86]=[CH:85][CH:84]=[CH:83][CH:82]=2)([C:75]2[CH:80]=[CH:79][CH:78]=[CH:77][CH:76]=2)[C:69]2[CH:74]=[CH:73][CH:72]=[CH:71][CH:70]=2)[CH2:65][O:64][CH2:63]1.[Cl-].[Na+]. Product: [NH2:27][C:22]1[N:21]=[C:20]([C:18]2[C:17]([CH3:28])=[CH:16][C:15]([CH3:29])=[C:14]([CH:19]=2)[C:13]([NH:60][CH2:61][C:62]2([CH2:66][NH:67][C:68]([C:81]3[CH:86]=[CH:85][CH:84]=[CH:83][CH:82]=3)([C:69]3[CH:70]=[CH:71][CH:72]=[CH:73][CH:74]=3)[C:75]3[CH:80]=[CH:79][CH:78]=[CH:77][CH:76]=3)[CH2:65][O:64][CH2:63]2)=[O:30])[CH:25]=[C:24]([Cl:26])[N:23]=1. The catalyst class is: 204. (6) Reactant: [CH3:1][O:2][C:3](=[O:19])[CH2:4][O:5][CH2:6]/[CH:7]=[CH:8]\[CH2:9][N:10]1[C:15](=[O:16])[CH2:14][CH2:13][CH2:12][C@@H:11]1[CH2:17][OH:18].[H][H]. Product: [CH3:1][O:2][C:3](=[O:19])[CH2:4][O:5][CH2:6][CH2:7][CH2:8][CH2:9][N:10]1[C:15](=[O:16])[CH2:14][CH2:13][CH2:12][C@@H:11]1[CH2:17][OH:18]. The catalyst class is: 43. (7) Reactant: Br[Si](C)(C)C.[CH3:6][O:7][C:8]([CH:10]([P:25]([O:29]C)([O:27]C)=[O:26])[O:11][C@@H:12]1[CH2:16][C@H:15]([N:17]2[CH:24]=[CH:23][C:21]([NH2:22])=[N:20][C:18]2=[O:19])[CH2:14][CH2:13]1)=[O:9].O. Product: [CH3:6][O:7][C:8]([CH:10]([P:25]([OH:29])([OH:27])=[O:26])[O:11][C@@H:12]1[CH2:16][C@H:15]([N:17]2[CH:24]=[CH:23][C:21]([NH2:22])=[N:20][C:18]2=[O:19])[CH2:14][CH2:13]1)=[O:9]. The catalyst class is: 4. (8) Reactant: [CH3:1][O:2][C:3]1[CH:20]=[CH:19][C:6]([CH2:7][O:8][C:9]2[C:10](=[O:18])[CH:11]=[C:12]([C:15]([OH:17])=O)O[CH:14]=2)=[CH:5][CH:4]=1.[CH2:21]([NH2:24])[CH2:22][NH2:23]. Product: [CH3:1][O:2][C:3]1[CH:4]=[CH:5][C:6]([CH2:7][O:8][C:9]2[C:10](=[O:18])[CH:11]=[C:12]3[C:15](=[O:17])[NH:24][CH2:21][CH2:22][N:23]3[CH:14]=2)=[CH:19][CH:20]=1. The catalyst class is: 6. (9) Reactant: O=[CH:2][CH2:3][C:4]1([C:16]([O:18]C)=O)[CH2:8][CH2:7][CH2:6][N:5]1[C:9](OC(C)(C)C)=O.[Cl:20][C:21]1[CH:27]=[CH:26][CH:25]=[CH:24][C:22]=1[NH2:23].C(O[BH-](O[C:38](=O)[CH3:39])OC(=O)C)(=O)C.[Na+].[CH2:42](Cl)Cl. Product: [Cl:20][C:21]1[CH:27]=[CH:26][CH:25]=[CH:24][C:22]=1[N:23]1[CH2:2][CH2:3][C:4]2([N:5]([CH2:9][CH:38]([CH3:39])[CH3:42])[CH2:6][CH2:7][CH2:8]2)[C:16]1=[O:18]. The catalyst class is: 25. (10) Reactant: C(O)(C(F)(F)F)=O.COC1C=CC([CH2:14][N:15](C)[C:16]2[CH:25]=[C:24]3[C:19]([CH:20]=[C:21]([C:28]4[CH:33]=[C:32]([NH2:34])[CH:31]=[CH:30][C:29]=4[Cl:35])[C:22](=[O:27])[N:23]3[CH3:26])=[CH:18][N:17]=2)=CC=1. Product: [NH2:34][C:32]1[CH:31]=[CH:30][C:29]([Cl:35])=[C:28]([C:21]2[C:22](=[O:27])[N:23]([CH3:26])[C:24]3[C:19]([CH:20]=2)=[CH:18][N:17]=[C:16]([NH:15][CH3:14])[CH:25]=3)[CH:33]=1. The catalyst class is: 2.